Dataset: Forward reaction prediction with 1.9M reactions from USPTO patents (1976-2016). Task: Predict the product of the given reaction. (1) Given the reactants [CH2:1]([O:3][C:4](=[O:25])[C:5]1[CH:10]=[CH:9][CH:8]=[CH:7][C:6]=1[S:11]([C:14]1[C:18]([CH2:19][CH2:20][C:21]([OH:23])=O)=[CH:17][NH:16][C:15]=1[CH3:24])(=[O:13])=[O:12])[CH3:2].[CH3:26][NH:27][CH3:28], predict the reaction product. The product is: [CH2:1]([O:3][C:4](=[O:25])[C:5]1[CH:10]=[CH:9][CH:8]=[CH:7][C:6]=1[S:11]([C:14]1[C:18]([CH2:19][CH2:20][C:21](=[O:23])[N:27]([CH3:28])[CH3:26])=[CH:17][NH:16][C:15]=1[CH3:24])(=[O:13])=[O:12])[CH3:2]. (2) Given the reactants [CH3:1][N:2]1[C:6]2=[N:7][C:8](=[O:12])[NH:9][C:10](=[O:11])[N:5]2[CH:4]=[CH:3]1.[H-].[Na+].O.C(OCC)(=O)C.[Br:22][CH2:23][CH2:24][CH2:25]Br, predict the reaction product. The product is: [Br:22][CH2:23][CH2:24][CH2:25][N:9]1[C:10](=[O:11])[N:5]2[CH:4]=[CH:3][N:2]([CH3:1])[C:6]2=[N:7][C:8]1=[O:12]. (3) Given the reactants [C:1]([C:3]1[C:4]([N:18]2[CH2:23][CH2:22][NH:21][CH2:20][CH2:19]2)=[N:5][C:6]([C:14]([F:17])([F:16])[F:15])=[C:7]([CH:13]=1)[C:8]([O:10][CH2:11][CH3:12])=[O:9])#[N:2].[N:24]([C:27]1[CH:32]=[CH:31][CH:30]=[CH:29][C:28]=1[O:33][CH3:34])=[C:25]=[O:26], predict the reaction product. The product is: [C:1]([C:3]1[C:4]([N:18]2[CH2:23][CH2:22][N:21]([C:25]([NH:24][C:27]3[CH:32]=[CH:31][CH:30]=[CH:29][C:28]=3[O:33][CH3:34])=[O:26])[CH2:20][CH2:19]2)=[N:5][C:6]([C:14]([F:15])([F:17])[F:16])=[C:7]([CH:13]=1)[C:8]([O:10][CH2:11][CH3:12])=[O:9])#[N:2]. (4) Given the reactants [CH:1]([Br:4])([CH3:3])[CH3:2].[Mg:5].[CH:6]([C:8]1[CH:16]=[CH:15][C:11]([C:12]([OH:14])=[O:13])=[CH:10][CH:9]=1)=[O:7].[Cl-].[NH4+].[Cr](O[Cr]([O-])(=O)=O)([O-])(=O)=O.[Na+].[Na+].S(=O)(=O)(O)O, predict the reaction product. The product is: [CH:8]([Mg:5][Br:4])([CH3:16])[CH3:6].[C:6]([C:8]1[CH:16]=[CH:15][C:11]([C:12]([OH:14])=[O:13])=[CH:10][CH:9]=1)(=[O:7])[CH:1]([CH3:3])[CH3:2]. (5) The product is: [F:31][C:9]1[CH:8]=[C:3]([C:4]([O:6][CH3:7])=[O:5])[C:2]([F:1])=[CH:11][C:10]=1[NH:12][S:13]([C:16]1[CH:17]=[CH:18][C:19]([B:22]([OH:23])[OH:26])=[CH:20][CH:21]=1)(=[O:15])=[O:14]. Given the reactants [F:1][C:2]1[CH:11]=[C:10]([NH:12][S:13]([C:16]2[CH:21]=[CH:20][C:19]([B:22]3[O:26]C(C)(C)C(C)(C)[O:23]3)=[CH:18][CH:17]=2)(=[O:15])=[O:14])[C:9]([F:31])=[CH:8][C:3]=1[C:4]([O:6][CH3:7])=[O:5].I([O-])(=O)(=O)=O.[Na+].C([O-])(=O)C.[NH4+].O, predict the reaction product. (6) Given the reactants [NH2:1][CH:2]1[CH2:7][CH2:6][N:5]([CH2:8][CH:9]2[C:18]3[C:13]4=[C:14]([S:20][C:21](=[O:22])[N:12]4[CH2:11][CH2:10]2)[CH:15]=[CH:16][C:17]=3[Cl:19])[CH2:4][CH2:3]1.[N:23]1[C:28]2[O:29][CH2:30][CH2:31][O:32][C:27]=2[CH:26]=[C:25]([CH:33]=O)[N:24]=1, predict the reaction product. The product is: [ClH:19].[ClH:19].[Cl:19][C:17]1[CH:16]=[CH:15][C:14]2[S:20][C:21](=[O:22])[N:12]3[C:13]=2[C:18]=1[CH:9]([CH2:8][N:5]1[CH2:6][CH2:7][CH:2]([NH:1][CH2:33][C:25]2[N:24]=[N:23][C:28]4[O:29][CH2:30][CH2:31][O:32][C:27]=4[CH:26]=2)[CH2:3][CH2:4]1)[CH2:10][CH2:11]3. (7) Given the reactants [CH3:1][C:2]1[CH:3]=[C:4]([NH:11][C:12](=[O:18])[O:13][C:14]([CH3:17])([CH3:16])[CH3:15])[CH:5]=[C:6]([N+:8]([O-])=O)[CH:7]=1.[NH4+].[Cl-], predict the reaction product. The product is: [NH2:8][C:6]1[CH:5]=[C:4]([NH:11][C:12](=[O:18])[O:13][C:14]([CH3:16])([CH3:15])[CH3:17])[CH:3]=[C:2]([CH3:1])[CH:7]=1.